Dataset: Catalyst prediction with 721,799 reactions and 888 catalyst types from USPTO. Task: Predict which catalyst facilitates the given reaction. (1) Reactant: [O-2].[Mg+2:2].[OH-].[Mg+2].[OH-].[N+:6]([O-:9])([OH:8])=[O:7].[C:10]([OH:13])(=[O:12])[CH3:11]. Product: [C:10]([O-:13])(=[O:12])[CH3:11].[Mg+2:2].[C:10]([O-:13])(=[O:12])[CH3:11].[N+:6]([O-:9])([O-:8])=[O:7].[Mg+2:2].[N+:6]([O-:9])([O-:8])=[O:7]. The catalyst class is: 6. (2) Reactant: C(OC(=O)[NH:7][C:8]1([C:12]2[CH:17]=[CH:16][C:15]([C:18]3[C:27]([C:28]4[CH:33]=[CH:32][CH:31]=[CH:30][CH:29]=4)=[CH:26][C:25]4[C:24]5[N:34]=[C:35]([CH3:38])[N:36]([OH:37])[C:23]=5[CH2:22][CH2:21][C:20]=4[N:19]=3)=[CH:14][CH:13]=2)[CH2:11][CH2:10][CH2:9]1)(C)(C)C. Product: [NH2:7][C:8]1([C:12]2[CH:13]=[CH:14][C:15]([C:18]3[C:27]([C:28]4[CH:29]=[CH:30][CH:31]=[CH:32][CH:33]=4)=[CH:26][C:25]4[C:24]5[N:34]=[C:35]([CH3:38])[N:36]([OH:37])[C:23]=5[CH2:22][CH2:21][C:20]=4[N:19]=3)=[CH:16][CH:17]=2)[CH2:11][CH2:10][CH2:9]1. The catalyst class is: 67. (3) Reactant: [O:1]1[C:5]2[CH:6]=[CH:7][CH:8]=[CH:9][C:4]=2[C:3]([C:10]2[CH:15]=[CH:14][CH:13]=[CH:12][C:11]=2[CH2:16][CH:17]=[O:18])=[N:2]1.[CH2:19]([Mg]Br)[CH:20]=[CH2:21]. Product: [OH:18][CH:17]([CH2:21][CH:20]=[CH2:19])[CH2:16][C:11]1[CH:12]=[CH:13][CH:14]=[CH:15][C:10]=1[C:3]1[C:4]2[CH:9]=[CH:8][CH:7]=[CH:6][C:5]=2[O:1][N:2]=1. The catalyst class is: 305.